Dataset: TCR-epitope binding with 47,182 pairs between 192 epitopes and 23,139 TCRs. Task: Binary Classification. Given a T-cell receptor sequence (or CDR3 region) and an epitope sequence, predict whether binding occurs between them. (1) The epitope is KAYNVTQAF. The TCR CDR3 sequence is CASSYSGRTEAFF. Result: 1 (the TCR binds to the epitope). (2) The epitope is IVTDFSVIK. The TCR CDR3 sequence is CASSLFGGTYEQYF. Result: 1 (the TCR binds to the epitope). (3) The epitope is RLRAEAQVK. The TCR CDR3 sequence is CATSGTVYGYTF. Result: 1 (the TCR binds to the epitope). (4) The epitope is LVLSVNPYV. The TCR CDR3 sequence is CASSPTNRPEQFF. Result: 0 (the TCR does not bind to the epitope).